This data is from Reaction yield outcomes from USPTO patents with 853,638 reactions. The task is: Predict the reaction yield, written as a fraction of the theoretical maximum amount of product (1.0 means a 100% yield; for example, 0.34 means a 34% yield). (1) The reactants are C[O:2][C:3](=[O:20])[CH2:4][C:5]1[C:6](=[O:19])[N:7]([CH2:17][CH3:18])[C:8]2[C:13]([CH:14]=1)=[CH:12][CH:11]=[C:10]([O:15]C)[CH:9]=2. The catalyst is Br.CC(O)=O. The product is [CH2:17]([N:7]1[C:8]2[C:13](=[CH:12][CH:11]=[C:10]([OH:15])[CH:9]=2)[CH:14]=[C:5]([CH2:4][C:3]([OH:20])=[O:2])[C:6]1=[O:19])[CH3:18]. The yield is 0.890. (2) The reactants are [NH2:1][C:2]1[CH:3]=[C:4]([CH:14]=[CH:15][CH:16]=1)[CH2:5][NH:6][C:7](=[O:13])[O:8][C:9]([CH3:12])([CH3:11])[CH3:10].[CH2:17](Br)[C:18]1[CH:23]=[CH:22][CH:21]=[CH:20][CH:19]=1.CCN(CC)CC. The catalyst is CN(C=O)C.O. The product is [CH2:17]([NH:1][C:2]1[CH:3]=[C:4]([CH:14]=[CH:15][CH:16]=1)[CH2:5][NH:6][C:7](=[O:13])[O:8][C:9]([CH3:12])([CH3:11])[CH3:10])[C:18]1[CH:23]=[CH:22][CH:21]=[CH:20][CH:19]=1. The yield is 0.300. (3) The reactants are [C:1]([C:4]1[C:34](=[O:35])[C@@:8]2([CH3:36])[C:9]3[C:15]([OH:16])=[CH:14][C:13]([O:17][CH3:18])=[C:12]([C:19]([NH:21][CH2:22][C:23]4[C:32]5[C:27](=[CH:28][CH:29]=[CH:30][CH:31]=5)[CH:26]=[CH:25][C:24]=4[CH3:33])=[O:20])[C:10]=3[O:11][C:7]2=[CH:6][C:5]=1[OH:37])(=O)[CH3:2].Cl.[CH:39]1([CH2:42][O:43][NH2:44])[CH2:41][CH2:40]1.C(=O)(O)[O-].[Na+]. The catalyst is O1CCCC1.CO. The product is [CH:39]1([CH2:42][O:43]/[N:44]=[C:1](/[C:4]2[C:34](=[O:35])[C@@:8]3([CH3:36])[C:9]4[C:15]([OH:16])=[CH:14][C:13]([O:17][CH3:18])=[C:12]([C:19]([NH:21][CH2:22][C:23]5[C:32]6[C:27](=[CH:28][CH:29]=[CH:30][CH:31]=6)[CH:26]=[CH:25][C:24]=5[CH3:33])=[O:20])[C:10]=4[O:11][C:7]3=[CH:6][C:5]=2[OH:37])\[CH3:2])[CH2:41][CH2:40]1. The yield is 0.910. (4) The reactants are Cl[C:2]1[CH:3]=[CH:4][C:5]2[N:6]=[CH:7][NH:8][C:9](=[O:12])[C:10]=2[N:11]=1.[CH3:13][O:14][C:15]1[CH:20]=[CH:19][C:18](B(O)O)=[CH:17][C:16]=1[CH3:24].C(=O)([O-])[O-].[K+].[K+]. The catalyst is O1CCOCC1.O.C1C=CC([P]([Pd]([P](C2C=CC=CC=2)(C2C=CC=CC=2)C2C=CC=CC=2)([P](C2C=CC=CC=2)(C2C=CC=CC=2)C2C=CC=CC=2)[P](C2C=CC=CC=2)(C2C=CC=CC=2)C2C=CC=CC=2)(C2C=CC=CC=2)C2C=CC=CC=2)=CC=1. The product is [CH3:24][C:16]1[CH:17]=[C:18]([C:2]2[CH:3]=[CH:4][C:5]3[N:6]=[CH:7][NH:8][C:9](=[O:12])[C:10]=3[N:11]=2)[CH:19]=[CH:20][C:15]=1[O:14][CH3:13]. The yield is 0.770.